Dataset: Reaction yield outcomes from USPTO patents with 853,638 reactions. Task: Predict the reaction yield, written as a fraction of the theoretical maximum amount of product (1.0 means a 100% yield; for example, 0.34 means a 34% yield). (1) The reactants are [CH3:1][O:2][C:3]1[CH:4]=[C:5]2[C:10](=[CH:11][C:12]=1[O:13][CH3:14])[N:9]=[CH:8][CH:7]=[C:6]2[N:15]1[CH2:21][C:20]2[CH:22]=[C:23](Br)[CH:24]=[CH:25][C:19]=2[O:18][CH2:17][CH2:16]1.[NH2:27][C:28]1[CH:33]=[CH:32][C:31](B2OC(C)(C)C(C)(C)O2)=[CH:30][C:29]=1[N+:43]([O-:45])=[O:44].C(=O)([O-])[O-].[K+].[K+].C(OCC)(=O)C. The catalyst is C(COC)OC.C1C=CC(P(C2C=CC=CC=2)[C-]2C=CC=C2)=CC=1.C1C=CC(P(C2C=CC=CC=2)[C-]2C=CC=C2)=CC=1.Cl[Pd]Cl.[Fe+2]. The product is [CH3:1][O:2][C:3]1[CH:4]=[C:5]2[C:10](=[CH:11][C:12]=1[O:13][CH3:14])[N:9]=[CH:8][CH:7]=[C:6]2[N:15]1[CH2:21][C:20]2[CH:22]=[C:23]([C:31]3[CH:32]=[CH:33][C:28]([NH2:27])=[C:29]([N+:43]([O-:45])=[O:44])[CH:30]=3)[CH:24]=[CH:25][C:19]=2[O:18][CH2:17][CH2:16]1. The yield is 0.630. (2) The reactants are C(=O)([O-])[O-].[Cs+].[Cs+].[C:7]([C:10]1[CH:19]=[CH:18][C:13]2[NH:14][C:15](=[O:17])[S:16][C:12]=2[CH:11]=1)(=[O:9])[CH3:8].[CH3:20][O:21][CH2:22]Cl.CCOC(C)=O. The catalyst is CN(C)C=O. The product is [C:7]([C:10]1[CH:19]=[CH:18][C:13]2[N:14]([CH2:20][O:21][CH3:22])[C:15](=[O:17])[S:16][C:12]=2[CH:11]=1)(=[O:9])[CH3:8]. The yield is 0.750. (3) The reactants are [N:1]1[CH:6]=[CH:5][CH:4]=[CH:3][C:2]=1[S:7]([N:10]1[CH2:16][CH2:15][CH2:14][CH:13]([NH:17][C:18](=[O:38])[C@@H:19]([NH:25][C:26]([C:28]2[CH:37]=[CH:36][C:35]3[C:30](=[CH:31][CH:32]=[CH:33][CH:34]=3)[N:29]=2)=[O:27])[CH2:20][C:21]([CH3:24])([CH3:23])[CH3:22])[C:12](=NNC(O)=O)[CH2:11]1)(=[O:9])=[O:8].FC(F)(F)C(O)=[O:47].C(=O)C.FC(F)(F)CO. The catalyst is O. The product is [CH3:24][C:21]([CH3:22])([CH3:23])[CH2:20][C@H:19]([NH:25][C:26]([C:28]1[CH:37]=[CH:36][C:35]2[C:30](=[CH:31][CH:32]=[CH:33][CH:34]=2)[N:29]=1)=[O:27])[C:18](=[O:38])[NH:17][C@H:13]1[CH2:14][CH2:15][CH2:16][N:10]([S:7]([C:2]2[CH:3]=[CH:4][CH:5]=[CH:6][N:1]=2)(=[O:9])=[O:8])[CH2:11][C:12]1=[O:47]. The yield is 0.140. (4) The reactants are [NH2:1][C:2]1[NH:6][N:5]=[C:4]([CH3:7])[C:3]=1[C:8]1[S:9][C:10]2[CH:16]=[C:15]([S:17](Cl)(=[O:19])=[O:18])[CH:14]=[CH:13][C:11]=2[N:12]=1.[S:21]1[CH:25]=[CH:24][CH:23]=[C:22]1[CH2:26][CH2:27][NH2:28].CN1CCOCC1. The catalyst is C(Cl)(Cl)Cl. The product is [S:21]1[CH:25]=[CH:24][CH:23]=[C:22]1[CH2:26][CH2:27][NH:28][S:17]([C:15]1[CH:14]=[CH:13][C:11]2[N:12]=[C:8]([C:3]3[C:4]([CH3:7])=[N:5][NH:6][C:2]=3[NH2:1])[S:9][C:10]=2[CH:16]=1)(=[O:19])=[O:18]. The yield is 0.0800. (5) The reactants are [NH2:1][CH:2]([C:5]1([N:10]([CH3:12])[CH3:11])[CH2:9][CH2:8][CH2:7][CH2:6]1)[CH2:3][CH3:4].[Cl:13][C:14]1[C:22]([C:23]([F:26])([F:25])[F:24])=[CH:21][CH:20]=[CH:19][C:15]=1[C:16](Cl)=[O:17].C(N(CC)CC)C. The catalyst is C(Cl)Cl. The product is [Cl:13][C:14]1[C:22]([C:23]([F:24])([F:25])[F:26])=[CH:21][CH:20]=[CH:19][C:15]=1[C:16]([NH:1][CH:2]([C:5]1([N:10]([CH3:12])[CH3:11])[CH2:9][CH2:8][CH2:7][CH2:6]1)[CH2:3][CH3:4])=[O:17]. The yield is 0.810. (6) The reactants are [C:1]1([C:7]([C:9]2[CH:18]=[CH:17][C:16]3[C:11](=[C:12]([C:19]4[NH:27][C:26]5[CH2:25][CH2:24][NH:23][C:22](=[O:28])[C:21]=5[CH:20]=4)[CH:13]=[CH:14][CH:15]=3)[N:10]=2)=[CH2:8])[CH:6]=[CH:5][CH:4]=[CH:3][CH:2]=1. The catalyst is [Pd].CO. The product is [C:1]1([CH:7]([C:9]2[CH:18]=[CH:17][C:16]3[C:11](=[C:12]([C:19]4[NH:27][C:26]5[CH2:25][CH2:24][NH:23][C:22](=[O:28])[C:21]=5[CH:20]=4)[CH:13]=[CH:14][CH:15]=3)[N:10]=2)[CH3:8])[CH:6]=[CH:5][CH:4]=[CH:3][CH:2]=1. The yield is 0.790. (7) The reactants are [CH2:1]([C:8]1[N:12]=[C:11]([CH2:13][CH2:14][C:15]([O:17]C)=[O:16])[O:10][N:9]=1)[C:2]1[CH:7]=[CH:6][CH:5]=[CH:4][CH:3]=1.[OH-].[Na+]. The catalyst is CO. The product is [CH2:1]([C:8]1[N:12]=[C:11]([CH2:13][CH2:14][C:15]([OH:17])=[O:16])[O:10][N:9]=1)[C:2]1[CH:3]=[CH:4][CH:5]=[CH:6][CH:7]=1. The yield is 0.980. (8) The reactants are [NH2:1][C@H:2]1[C@H:7]([OH:8])[C:6]([F:10])([F:9])[CH2:5][CH2:4][CH2:3]1.C(N(CC)CC)C.[CH3:18][C:19]([O:22][C:23](O[C:23]([O:22][C:19]([CH3:21])([CH3:20])[CH3:18])=[O:24])=[O:24])([CH3:21])[CH3:20]. The catalyst is ClCCl. The product is [F:9][C:6]1([F:10])[CH2:5][CH2:4][CH2:3][C@@H:2]([NH:1][C:23](=[O:24])[O:22][C:19]([CH3:21])([CH3:20])[CH3:18])[C@@H:7]1[OH:8]. The yield is 0.320. (9) The reactants are [F:1][C:2]1[CH:3]=[CH:4][C:5]2[O:10][CH2:9][C@H:8]([CH2:11][N:12]3[CH2:17][CH2:16][CH2:15][C@@:14]([CH2:19][OH:20])([CH3:18])[CH2:13]3)[O:7][C:6]=2[CH:21]=1.[H-].[Na+].I[CH3:25].O. The catalyst is O1CCCC1. The product is [F:1][C:2]1[CH:3]=[CH:4][C:5]2[O:10][CH2:9][C@H:8]([CH2:11][N:12]3[CH2:17][CH2:16][CH2:15][C@@:14]([CH2:19][O:20][CH3:25])([CH3:18])[CH2:13]3)[O:7][C:6]=2[CH:21]=1. The yield is 0.890. (10) The reactants are [C:1]1([N:7]2[CH2:12][CH2:11][N:10]([CH2:13][CH2:14][NH2:15])[CH2:9][CH2:8]2)[CH:6]=[CH:5][CH:4]=[CH:3][CH:2]=1.[C:16]1([N:22]2[C:26]([C:27]3[CH:32]=[CH:31][CH:30]=[CH:29][CH:28]=3)=[CH:25][C:24]([CH:33]=O)=[N:23]2)[CH:21]=[CH:20][CH:19]=[CH:18][CH:17]=1. No catalyst specified. The product is [C:16]1([N:22]2[C:26]([C:27]3[CH:32]=[CH:31][CH:30]=[CH:29][CH:28]=3)=[CH:25][C:24]([CH2:33][NH:15][CH2:14][CH2:13][N:10]3[CH2:9][CH2:8][N:7]([C:1]4[CH:2]=[CH:3][CH:4]=[CH:5][CH:6]=4)[CH2:12][CH2:11]3)=[N:23]2)[CH:21]=[CH:20][CH:19]=[CH:18][CH:17]=1. The yield is 0.788.